From a dataset of Peptide-MHC class II binding affinity with 134,281 pairs from IEDB. Regression. Given a peptide amino acid sequence and an MHC pseudo amino acid sequence, predict their binding affinity value. This is MHC class II binding data. (1) The peptide sequence is YDKFLANVSTVLPGK. The MHC is DRB3_0202 with pseudo-sequence DRB3_0202. The binding affinity (normalized) is 1.00. (2) The peptide sequence is EKKYFAATQHEPLAA. The MHC is HLA-DQA10101-DQB10501 with pseudo-sequence HLA-DQA10101-DQB10501. The binding affinity (normalized) is 0.215.